Dataset: Full USPTO retrosynthesis dataset with 1.9M reactions from patents (1976-2016). Task: Predict the reactants needed to synthesize the given product. (1) Given the product [CH3:13][O:12][C:9]1[CH:10]=[C:11]2[C:6](=[CH:7][C:8]=1[O:14][CH3:15])[N:5]=[C:4]([N:17]1[CH2:22][CH2:21][O:20][CH2:19][CH2:18]1)[N:3]=[C:2]2[NH2:1], predict the reactants needed to synthesize it. The reactants are: [NH2:1][C:2]1[C:11]2[C:6](=[CH:7][C:8]([O:14][CH3:15])=[C:9]([O:12][CH3:13])[CH:10]=2)[N:5]=[C:4](Cl)[N:3]=1.[NH:17]1[CH2:22][CH2:21][O:20][CH2:19][CH2:18]1. (2) Given the product [CH2:1]([C:3]1[CH:4]=[CH:5][C:6]([CH:9]([OH:10])[CH2:13][O:12][C:16]2[CH:23]=[CH:22][C:19]([CH:20]=[O:21])=[CH:18][CH:17]=2)=[N:7][CH:8]=1)[CH3:2], predict the reactants needed to synthesize it. The reactants are: [CH2:1]([C:3]1[CH:4]=[CH:5][C:6]([CH:9]2[CH2:13][O:12]S(=O)[O:10]2)=[N:7][CH:8]=1)[CH3:2].O[C:16]1[CH:23]=[CH:22][C:19]([CH:20]=[O:21])=[CH:18][CH:17]=1.